From a dataset of NCI-60 drug combinations with 297,098 pairs across 59 cell lines. Regression. Given two drug SMILES strings and cell line genomic features, predict the synergy score measuring deviation from expected non-interaction effect. (1) Drug 1: CN(C)C1=NC(=NC(=N1)N(C)C)N(C)C. Drug 2: CCN(CC)CCNC(=O)C1=C(NC(=C1C)C=C2C3=C(C=CC(=C3)F)NC2=O)C. Cell line: SN12C. Synergy scores: CSS=2.88, Synergy_ZIP=-0.905, Synergy_Bliss=-0.516, Synergy_Loewe=-6.52, Synergy_HSA=-1.29. (2) Drug 1: C1CNP(=O)(OC1)N(CCCl)CCCl. Drug 2: C(CN)CNCCSP(=O)(O)O. Cell line: SK-MEL-2. Synergy scores: CSS=17.1, Synergy_ZIP=21.0, Synergy_Bliss=25.9, Synergy_Loewe=20.9, Synergy_HSA=18.1. (3) Drug 1: CC=C1C(=O)NC(C(=O)OC2CC(=O)NC(C(=O)NC(CSSCCC=C2)C(=O)N1)C(C)C)C(C)C. Drug 2: CC1C(C(CC(O1)OC2CC(OC(C2O)C)OC3=CC4=CC5=C(C(=O)C(C(C5)C(C(=O)C(C(C)O)O)OC)OC6CC(C(C(O6)C)O)OC7CC(C(C(O7)C)O)OC8CC(C(C(O8)C)O)(C)O)C(=C4C(=C3C)O)O)O)O. Cell line: DU-145. Synergy scores: CSS=67.3, Synergy_ZIP=-1.59, Synergy_Bliss=-0.128, Synergy_Loewe=-7.93, Synergy_HSA=0.158.